From a dataset of Forward reaction prediction with 1.9M reactions from USPTO patents (1976-2016). Predict the product of the given reaction. (1) Given the reactants [NH:1]1[CH2:6][CH2:5][O:4][CH2:3][CH2:2]1.C[Al](C)C.[F:11][C:12]1[CH:17]=[CH:16][CH:15]=[C:14]([F:18])[C:13]=1[N:19]1[C:24]2[N:25]=[C:26]([NH:37][CH2:38][C:39](OC)=[O:40])[N:27]=[C:28]([C:29]3[CH:34]=[CH:33][C:32]([F:35])=[CH:31][C:30]=3[CH3:36])[C:23]=2[CH:22]=[CH:21][C:20]1=[O:43], predict the reaction product. The product is: [F:11][C:12]1[CH:17]=[CH:16][CH:15]=[C:14]([F:18])[C:13]=1[N:19]1[C:24]2[N:25]=[C:26]([NH:37][CH2:38][C:39]([N:1]3[CH2:6][CH2:5][O:4][CH2:3][CH2:2]3)=[O:40])[N:27]=[C:28]([C:29]3[CH:34]=[CH:33][C:32]([F:35])=[CH:31][C:30]=3[CH3:36])[C:23]=2[CH:22]=[CH:21][C:20]1=[O:43]. (2) Given the reactants [CH:1]1[CH:6]=[CH:5][C:4]([CH2:7][CH:8]=O)=[CH:3][CH:2]=1.[CH3:10][O:11][C:12]1[CH:13]=[C:14]([C:18]23[CH2:27][CH2:26][CH2:25][CH2:24][C:23]2([CH3:28])[CH2:22][NH:21][CH2:20][CH2:19]3)[CH:15]=[CH:16][CH:17]=1.C(O[BH-](OC(=O)C)OC(=O)C)(=O)C.[Na+], predict the reaction product. The product is: [CH2:8]([N:21]1[CH2:20][CH2:19][C:18]2([C:14]3[CH:15]=[CH:16][CH:17]=[C:12]([O:11][CH3:10])[CH:13]=3)[C:23]([CH3:28])([CH2:24][CH2:25][CH2:26][CH2:27]2)[CH2:22]1)[CH2:7][C:4]1[CH:5]=[CH:6][CH:1]=[CH:2][CH:3]=1.